This data is from Forward reaction prediction with 1.9M reactions from USPTO patents (1976-2016). The task is: Predict the product of the given reaction. (1) Given the reactants [NH2:1][C@@H:2]([CH2:24][C:25]1[CH:30]=[CH:29][CH:28]=[CH:27][CH:26]=1)[CH2:3][C@H:4]([OH:23])[C@@H:5]([NH:13][C:14](=[O:22])[O:15][CH2:16][C:17]1[S:21][CH:20]=[N:19][CH:18]=1)[CH2:6][C:7]1[CH:12]=[CH:11][CH:10]=[CH:9][CH:8]=1.[CH3:31][N:32]([CH3:37])[S:33](Cl)(=[O:35])=[O:34], predict the reaction product. The product is: [CH2:6]([C@H:5]([NH:13][C:14](=[O:22])[O:15][CH2:16][C:17]1[S:21][CH:20]=[N:19][CH:18]=1)[C@@H:4]([OH:23])[CH2:3][C@@H:2]([NH:1][S:33]([N:32]([CH3:37])[CH3:31])(=[O:35])=[O:34])[CH2:24][C:25]1[CH:26]=[CH:27][CH:28]=[CH:29][CH:30]=1)[C:7]1[CH:12]=[CH:11][CH:10]=[CH:9][CH:8]=1. (2) Given the reactants [NH:1]1[CH2:6][CH2:5][CH:4]([C:7]2[S:8][CH:9]=[C:10]([C:12]3[NH:16][C:15]4[CH:17]=[CH:18][CH:19]=[C:20]([C:21]([NH2:23])=[O:22])[C:14]=4[N:13]=3)[N:11]=2)[CH2:3][CH2:2]1.C=O.[C:26]([BH3-])#N.[Na+], predict the reaction product. The product is: [CH3:26][N:1]1[CH2:2][CH2:3][CH:4]([C:7]2[S:8][CH:9]=[C:10]([C:12]3[NH:16][C:15]4[CH:17]=[CH:18][CH:19]=[C:20]([C:21]([NH2:23])=[O:22])[C:14]=4[N:13]=3)[N:11]=2)[CH2:5][CH2:6]1. (3) Given the reactants Cl[C:2]1[CH:11]=[CH:10][C:9]2[C:4](=[CH:5][CH:6]=[C:7]([Cl:12])[CH:8]=2)[N:3]=1.C([NH2:16])(=O)C.C([O-])([O-])=O.[K+].[K+], predict the reaction product. The product is: [Cl:12][C:7]1[CH:8]=[C:9]2[C:4](=[CH:5][CH:6]=1)[N:3]=[C:2]([NH2:16])[CH:11]=[CH:10]2. (4) Given the reactants [F:1][C:2]1[CH:3]=[C:4]([CH:42]=[CH:43][CH:44]=1)[CH2:5][N:6]1[CH:10]=[C:9]([C:11]2[C:19]3[C:14](=[N:15][CH:16]=[C:17]([C:20]4[CH:21]=[N:22][C:23]([N:26]5[CH2:31][CH2:30][NH:29][CH2:28][CH2:27]5)=[CH:24][CH:25]=4)[CH:18]=3)[N:13]([S:32]([C:35]3[CH:41]=[CH:40][C:38]([CH3:39])=[CH:37][CH:36]=3)(=[O:34])=[O:33])[CH:12]=2)[CH:8]=[N:7]1.FC1C=C(C=CC=1)CN1C=C(C2C3C(=NC=C(C4C=NC(N5CCN(C)CC5)=CC=4)C=3)NC=2)C=N1.Br[CH2:81][CH2:82][OH:83].C(=O)([O-])[O-].[K+].[K+], predict the reaction product. The product is: [F:1][C:2]1[CH:3]=[C:4]([CH:42]=[CH:43][CH:44]=1)[CH2:5][N:6]1[CH:10]=[C:9]([C:11]2[C:19]3[C:14](=[N:15][CH:16]=[C:17]([C:20]4[CH:25]=[CH:24][C:23]([N:26]5[CH2:31][CH2:30][N:29]([CH2:81][CH2:82][OH:83])[CH2:28][CH2:27]5)=[N:22][CH:21]=4)[CH:18]=3)[N:13]([S:32]([C:35]3[CH:41]=[CH:40][C:38]([CH3:39])=[CH:37][CH:36]=3)(=[O:34])=[O:33])[CH:12]=2)[CH:8]=[N:7]1. (5) The product is: [Cl:39][C:36]1[CH:37]=[CH:38][C:33]([C:30]2[S:31][CH:32]=[C:28]([CH2:27][S:26][C:16]3[C:15]([C:40]#[N:41])=[C:14]([C:11]4[CH:12]=[CH:13][C:8]([O:7][CH2:6][CH2:5][OH:4])=[CH:9][CH:10]=4)[C:23]4[C:22](=[O:24])[NH:21][C:20]([CH3:25])=[N:19][C:18]=4[N:17]=3)[N:29]=2)=[CH:34][CH:35]=1. Given the reactants C([O:4][CH2:5][CH2:6][O:7][C:8]1[CH:13]=[CH:12][C:11]([C:14]2[C:23]3[C:22](=[O:24])[NH:21][C:20]([CH3:25])=[N:19][C:18]=3[N:17]=[C:16]([S:26][CH2:27][C:28]3[N:29]=[C:30]([C:33]4[CH:38]=[CH:37][C:36]([Cl:39])=[CH:35][CH:34]=4)[S:31][CH:32]=3)[C:15]=2[C:40]#[N:41])=[CH:10][CH:9]=1)(=O)C.O1CCOCC1.[OH-].[Li+], predict the reaction product.